Dataset: Forward reaction prediction with 1.9M reactions from USPTO patents (1976-2016). Task: Predict the product of the given reaction. (1) Given the reactants [NH2:1][CH2:2][CH2:3][CH2:4][CH2:5][CH2:6]/[CH:7]=[C:8](\[F:14])/[C:9]([O:11][CH2:12][CH3:13])=[O:10].[C:15]12([N:25]=[C:26]=[O:27])[CH2:24][CH:19]3[CH2:20][CH:21]([CH2:23][CH:17]([CH2:18]3)[CH2:16]1)[CH2:22]2.C(N(CC)CC)C, predict the reaction product. The product is: [F:14]/[C:8](=[CH:7]\[CH2:6][CH2:5][CH2:4][CH2:3][CH2:2][NH:1][C:26]([NH:25][C:15]12[CH2:24][CH:19]3[CH2:18][CH:17]([CH2:23][CH:21]([CH2:20]3)[CH2:22]1)[CH2:16]2)=[O:27])/[C:9]([O:11][CH2:12][CH3:13])=[O:10]. (2) Given the reactants C[O:2][C:3](=[O:21])[C:4]1[CH:9]=[CH:8][C:7]([C:10]2[O:11][C:12]3[CH:18]=[CH:17][C:16]([O:19]C)=[CH:15][C:13]=3[CH:14]=2)=[CH:6][CH:5]=1.Cl.N1C=CC=CC=1.O, predict the reaction product. The product is: [OH:19][C:16]1[CH:17]=[CH:18][C:12]2[O:11][C:10]([C:7]3[CH:8]=[CH:9][C:4]([C:3]([OH:21])=[O:2])=[CH:5][CH:6]=3)=[CH:14][C:13]=2[CH:15]=1. (3) Given the reactants [F:1][C:2]1([F:28])[CH2:6][CH2:5][N:4]([C:7]2[N:15]=[C:14]([O:16][CH2:17][C:18]([CH3:21])([CH3:20])[CH3:19])[N:13]=[C:12]3[C:8]=2[N:9]=[CH:10][N:11]3C2CCCCO2)[CH2:3]1.CC1C=CC(S(O)(=O)=O)=CC=1, predict the reaction product. The product is: [F:28][C:2]1([F:1])[CH2:6][CH2:5][N:4]([C:7]2[N:15]=[C:14]([O:16][CH2:17][C:18]([CH3:20])([CH3:19])[CH3:21])[N:13]=[C:12]3[C:8]=2[N:9]=[CH:10][NH:11]3)[CH2:3]1. (4) Given the reactants [H][H].C([N:10]1[CH2:15][CH2:14][CH:13]([N:16]2[C:20]([F:21])=[C:19]([C:22]3[C:23]([O:37][CH:38]4[CH2:41][CH2:40][CH2:39]4)=[C:24]4[C:29](=[CH:30][CH:31]=3)[N:28]([C:32]([O:34][CH3:35])=[O:33])[C@@H:27]([CH3:36])[CH2:26][CH2:25]4)[CH:18]=[N:17]2)[CH2:12][CH2:11]1)C1C=CC=CC=1.[3H][3H], predict the reaction product. The product is: [CH:38]1([O:37][C:23]2[C:22]([C:19]3[CH:18]=[N:17][N:16]([CH:13]4[CH2:14][CH2:15][NH:10][CH2:11][CH2:12]4)[C:20]=3[F:21])=[CH:31][CH:30]=[C:29]3[C:24]=2[CH2:25][CH2:26][C@H:27]([CH3:36])[N:28]3[C:32]([O:34][CH3:35])=[O:33])[CH2:39][CH2:40][CH2:41]1. (5) The product is: [CH3:42][N:39]1[C:37]2=[N:38][C:33]([C:9]3[CH:10]=[CH:11][C:12]([CH2:15][C:16]([NH:18][C:19]4[CH:23]=[C:22]([C:24]5([C:27]([F:30])([F:29])[F:28])[CH2:26][CH2:25]5)[O:21][N:20]=4)=[O:17])=[CH:13][CH:14]=3)=[CH:34][N:35]=[C:36]2[CH:41]=[CH:40]1. Given the reactants CC1(C)C(C)(C)OB([C:9]2[CH:14]=[CH:13][C:12]([CH2:15][C:16]([NH:18][C:19]3[CH:23]=[C:22]([C:24]4([C:27]([F:30])([F:29])[F:28])[CH2:26][CH2:25]4)[O:21][N:20]=3)=[O:17])=[CH:11][CH:10]=2)O1.Cl[C:33]1[N:38]=[C:37]2[N:39]([CH3:42])[CH:40]=[CH:41][C:36]2=[N:35][CH:34]=1.C([O-])([O-])=O.[Na+].[Na+].CC#N, predict the reaction product. (6) Given the reactants [Cl:1][C:2]1[N:10]([CH2:11][C:12]2[CH:17]=[CH:16][C:15]([Cl:18])=[CH:14][CH:13]=2)[C:9]2[C:8](=[O:19])[NH:7][C:6](=[O:20])[NH:5][C:4]=2[N:3]=1.C(=O)([O-])[O-].[K+].[K+].[CH3:27][Si:28]([CH3:35])([CH3:34])[CH2:29][CH2:30][O:31][CH2:32]Cl, predict the reaction product. The product is: [Cl:1][C:2]1[N:10]([CH2:11][C:12]2[CH:13]=[CH:14][C:15]([Cl:18])=[CH:16][CH:17]=2)[C:9]2[C:8](=[O:19])[NH:7][C:6](=[O:20])[N:5]([CH2:32][O:31][CH2:30][CH2:29][Si:28]([CH3:35])([CH3:34])[CH3:27])[C:4]=2[N:3]=1.